From a dataset of Catalyst prediction with 721,799 reactions and 888 catalyst types from USPTO. Predict which catalyst facilitates the given reaction. Reactant: [Cl:1][C:2]1[CH:7]=[CH:6][CH:5]=[C:4]([CH:8]2[CH2:10][CH2:9]2)[C:3]=1[CH2:11][O:12][C:13]1[CH:18]=[CH:17][C:16]2[C:19]3([CH2:35][O:36][C:15]=2[CH:14]=1)[CH2:24][CH2:23][N:22]([CH2:25][CH:26]([CH3:34])[C:27]([O:29]C(C)(C)C)=[O:28])[CH2:21][CH2:20]3.[F:37][C:38]([F:43])([F:42])[C:39]([OH:41])=[O:40]. Product: [F:37][C:38]([F:43])([F:42])[C:39]([OH:41])=[O:40].[Cl:1][C:2]1[CH:7]=[CH:6][CH:5]=[C:4]([CH:8]2[CH2:9][CH2:10]2)[C:3]=1[CH2:11][O:12][C:13]1[CH:18]=[CH:17][C:16]2[C:19]3([CH2:35][O:36][C:15]=2[CH:14]=1)[CH2:20][CH2:21][N:22]([CH2:25][CH:26]([CH3:34])[C:27]([OH:29])=[O:28])[CH2:23][CH2:24]3. The catalyst class is: 4.